Dataset: Full USPTO retrosynthesis dataset with 1.9M reactions from patents (1976-2016). Task: Predict the reactants needed to synthesize the given product. (1) The reactants are: [Cl:1][C:2]1[NH:6][C:5]2[CH:7]=[CH:8][CH:9]=[CH:10][C:4]=2[N:3]=1.[H-].[Na+].[CH3:13][Si:14]([CH3:21])([CH3:20])[CH2:15][CH2:16][O:17][CH2:18]Cl. Given the product [CH3:13][Si:14]([CH3:21])([CH3:20])[CH2:15][CH2:16][O:17][CH2:18][N:3]1[C:4]2[CH:10]=[CH:9][CH:8]=[CH:7][C:5]=2[N:6]=[C:2]1[Cl:1], predict the reactants needed to synthesize it. (2) Given the product [Cl:28][C:24]1[CH:23]=[C:22]([C:13]2[C:12]3[C:17](=[CH:18][CH:19]=[C:10]([C:9]([OH:35])([C:29]4[N:33]([CH3:34])[CH:32]=[N:31][CH:30]=4)[C:6]4[CH:5]=[CH:4][C:3]([CH2:2][C:36]#[N:37])=[CH:8][CH:7]=4)[CH:11]=3)[N:16]([CH3:20])[C:15](=[O:21])[CH:14]=2)[CH:27]=[CH:26][CH:25]=1, predict the reactants needed to synthesize it. The reactants are: Cl[CH2:2][C:3]1[CH:8]=[CH:7][C:6]([C:9]([OH:35])([C:29]2[N:33]([CH3:34])[CH:32]=[N:31][CH:30]=2)[C:10]2[CH:11]=[C:12]3[C:17](=[CH:18][CH:19]=2)[N:16]([CH3:20])[C:15](=[O:21])[CH:14]=[C:13]3[C:22]2[CH:27]=[CH:26][CH:25]=[C:24]([Cl:28])[CH:23]=2)=[CH:5][CH:4]=1.[C-:36]#[N:37].[Na+].O.C([O-])([O-])=O.[K+].[K+]. (3) Given the product [Cl:19][C:17]1[CH:16]=[CH:15][C:12]([C:13]#[N:14])=[C:11]([NH:10][C:6]2[C:5]([Cl:9])=[CH:4][N:3]=[C:2]([Cl:1])[CH:7]=2)[CH:18]=1, predict the reactants needed to synthesize it. The reactants are: [Cl:1][C:2]1[CH:7]=[C:6](I)[C:5]([Cl:9])=[CH:4][N:3]=1.[NH2:10][C:11]1[CH:18]=[C:17]([Cl:19])[CH:16]=[CH:15][C:12]=1[C:13]#[N:14].[O-]P(OP(OP([O-])([O-])=O)([O-])=O)(=O)[O-].[K+].[K+].[K+].[K+].[K+].C1C=CC(P(C2C(OC3C(P(C4C=CC=CC=4)C4C=CC=CC=4)=CC=CC=3)=CC=CC=2)C2C=CC=CC=2)=CC=1. (4) Given the product [CH2:1]([O:3][C:4](=[O:28])[CH2:5][C:6]1[CH:7]=[C:8]([C:14]2[CH:19]=[CH:18][C:17]([C:20]([F:23])([F:21])[F:22])=[CH:16][C:15]=2[CH2:24][N:25]([CH2:26][CH3:27])[C:30]([NH2:31])=[O:29])[C:9]([O:12][CH3:13])=[CH:10][CH:11]=1)[CH3:2], predict the reactants needed to synthesize it. The reactants are: [CH2:1]([O:3][C:4](=[O:28])[CH2:5][C:6]1[CH:7]=[C:8]([C:14]2[CH:19]=[CH:18][C:17]([C:20]([F:23])([F:22])[F:21])=[CH:16][C:15]=2[CH2:24][NH:25][CH2:26][CH3:27])[C:9]([O:12][CH3:13])=[CH:10][CH:11]=1)[CH3:2].[O-:29][C:30]#[N:31].[Na+].C(O)(=O)C.CN(C=O)C. (5) Given the product [Cl:1][C:2]1[CH:7]=[C:6]([CH2:8][Cl:23])[CH:5]=[CH:4][N:3]=1, predict the reactants needed to synthesize it. The reactants are: [Cl:1][C:2]1[CH:7]=[C:6]([CH2:8]O)[CH:5]=[CH:4][N:3]=1.C(N(CC)C(C)C)(C)C.CS([Cl:23])(=O)=O. (6) Given the product [Br:1][C:2]1[CH:3]=[C:4]2[C:9](=[CH:10][CH:11]=1)[N:8]([CH3:12])[C:7](=[O:13])[C:6]([C:14]([NH:34][NH:33][C:20](=[O:32])[CH2:21][CH2:22][CH2:23][CH2:24][CH2:25][CH2:26][CH2:27][CH2:28][CH2:29][CH2:30][CH3:31])=[O:16])=[C:5]2[OH:19], predict the reactants needed to synthesize it. The reactants are: [Br:1][C:2]1[CH:3]=[C:4]2[C:9](=[CH:10][CH:11]=1)[N:8]([CH3:12])[C:7](=[O:13])[C:6]([C:14]([O:16]CC)=O)=[C:5]2[OH:19].[C:20]([NH:33][NH2:34])(=[O:32])[CH2:21][CH2:22][CH2:23][CH2:24][CH2:25][CH2:26][CH2:27][CH2:28][CH2:29][CH2:30][CH3:31].